This data is from hERG potassium channel inhibition data for cardiac toxicity prediction from Karim et al.. The task is: Regression/Classification. Given a drug SMILES string, predict its toxicity properties. Task type varies by dataset: regression for continuous values (e.g., LD50, hERG inhibition percentage) or binary classification for toxic/non-toxic outcomes (e.g., AMES mutagenicity, cardiotoxicity, hepatotoxicity). Dataset: herg_karim. (1) The molecule is NC1(C(=O)NC(CCCN2CCOCC2)c2ccc(Cl)cc2)CCCN(c2ncnc3[nH]ccc23)C1. The result is 0 (non-blocker). (2) The drug is c1ccc(CNc2nc(NCc3ccccc3)c3ccccc3n2)cc1. The result is 0 (non-blocker). (3) The compound is COc1ccc2c(c1)CN(C(=O)CCN1CCC(Cc3ccccc3)CC1)CCS2.Cl. The result is 1 (blocker). (4) The compound is O=c1[nH]c2ccc(Cl)cc2c(N[C@@H]2CN3CCC2CC3)c1-c1nc2ccccc2[nH]1. The result is 0 (non-blocker). (5) The molecule is COc1ccc(-c2ccc3c(N4CCOCC4)nc(N4C[C@H](C)O[C@H](C)C4)nc3n2)cc1CO. The result is 1 (blocker).